Dataset: Forward reaction prediction with 1.9M reactions from USPTO patents (1976-2016). Task: Predict the product of the given reaction. The product is: [CH3:1][NH:2][C@@H:3]1[C:8]2[CH:9]=[CH:10][CH:11]=[CH:12][C:7]=2[C@H:6]([C:13]2[CH:14]=[CH:15][C:16]([Cl:20])=[C:17]([Cl:19])[CH:18]=2)[CH2:5][CH2:4]1.[ClH:27]. Given the reactants [CH3:1][NH:2][C@@H:3]1[C:8]2[CH:9]=[CH:10][CH:11]=[CH:12][C:7]=2[C@H:6]([C:13]2[CH:14]=[CH:15][C:16]([Cl:20])=[C:17]([Cl:19])[CH:18]=2)[CH2:5][CH2:4]1.C(O)(=O)C.C[Si](C)(C)[Cl:27], predict the reaction product.